This data is from Forward reaction prediction with 1.9M reactions from USPTO patents (1976-2016). The task is: Predict the product of the given reaction. The product is: [N:14]1[CH:15]=[CH:16][CH:17]=[C:12]([O:11][C:9]2[CH:10]=[CH:2][C:3]([C:4]([OH:6])=[O:5])=[CH:7][CH:8]=2)[CH:13]=1. Given the reactants C[C:2]1[CH:10]=[C:9]([O:11][C:12]2[CH:13]=[N:14][CH:15]=[CH:16][CH:17]=2)[CH:8]=[CH:7][C:3]=1[C:4]([OH:6])=[O:5].N1C=CC=C(OC2C=CC(C(OC)=O)=CC=2)C=1.[OH-].[Na+], predict the reaction product.